The task is: Predict the reactants needed to synthesize the given product.. This data is from Full USPTO retrosynthesis dataset with 1.9M reactions from patents (1976-2016). (1) Given the product [I:1][C:2]1[CH:3]=[C:4]([N:8]2[CH2:12][C:11](=[O:13])[N:10]([CH3:21])[C:9]2=[O:14])[CH:5]=[CH:6][CH:7]=1, predict the reactants needed to synthesize it. The reactants are: [I:1][C:2]1[CH:3]=[C:4]([N:8]2[CH2:12][C:11](=[O:13])[NH:10][C:9]2=[O:14])[CH:5]=[CH:6][CH:7]=1.[OH-].[K+].S(OC)(O[CH3:21])(=O)=O. (2) The reactants are: [CH2:1]([O:5][C:6]1[C:11]([O:12][CH3:13])=[CH:10][CH:9]=[CH:8][C:7]=1/[CH:14]=[CH:15]/[C:16]1[N:17]=[C:18]2[S:25][CH:24]=[CH:23][N:19]2[C:20](=[O:22])[CH:21]=1)[CH:2]([CH3:4])[CH3:3].[I:26]N1C(=O)CCC1=O. Given the product [I:26][C:21]1[C:20](=[O:22])[N:19]2[CH:23]=[CH:24][S:25][C:18]2=[N:17][C:16]=1/[CH:15]=[CH:14]/[C:7]1[CH:8]=[CH:9][CH:10]=[C:11]([O:12][CH3:13])[C:6]=1[O:5][CH2:1][CH:2]([CH3:4])[CH3:3], predict the reactants needed to synthesize it. (3) Given the product [Br:6][CH2:7][CH2:8][CH2:9][CH2:10][N:1]1[CH:5]=[CH:4][N:3]=[CH:2]1, predict the reactants needed to synthesize it. The reactants are: [NH:1]1[CH:5]=[CH:4][N:3]=[CH:2]1.[Br:6][CH2:7][CH2:8][CH2:9][CH2:10]Br.[H-].[Na+]. (4) Given the product [OH:15][CH2:16][CH2:17][N:18]([CH2:27][CH2:28][OH:29])[C:19]1[CH:26]=[CH:25][C:22]([C:23]2[NH:6][C:4](=[O:5])[C:3]3[C:7]([O:13][CH3:14])=[CH:8][C:9]([O:11][CH3:12])=[N:10][C:2]=3[N:1]=2)=[CH:21][CH:20]=1, predict the reactants needed to synthesize it. The reactants are: [NH2:1][C:2]1[N:10]=[C:9]([O:11][CH3:12])[CH:8]=[C:7]([O:13][CH3:14])[C:3]=1[C:4]([NH2:6])=[O:5].[OH:15][CH2:16][CH2:17][N:18]([CH2:27][CH2:28][OH:29])[C:19]1[CH:26]=[CH:25][C:22]([CH:23]=O)=[CH:21][CH:20]=1.OS([O-])=O.[Na+].CC1C=CC(S(O)(=O)=O)=CC=1. (5) Given the product [Cl:15][C:3]1[CH:2]=[N:1][C:10]2[C:5]([CH:4]=1)=[CH:6][C:7]([C:11]([O:13][CH3:14])=[O:12])=[CH:8][CH:9]=2, predict the reactants needed to synthesize it. The reactants are: [N:1]1[C:10]2[C:5](=[CH:6][C:7]([C:11]([O:13][CH3:14])=[O:12])=[CH:8][CH:9]=2)[CH:4]=[CH:3][CH:2]=1.[Cl:15]N1C(=O)CCC1=O. (6) Given the product [ClH:53].[C:23]([C:27]1[CH:28]=[CH:29][C:30]([CH2:31][NH:19][CH2:18][CH2:17][C:9]2[CH:10]=[C:11]([C:13]([F:15])([F:16])[F:14])[CH:12]=[C:7]([F:6])[CH:8]=2)=[CH:33][CH:34]=1)([CH3:26])([CH3:24])[CH3:25], predict the reactants needed to synthesize it. The reactants are: S(O)(=O)(=O)C.[F:6][C:7]1[CH:8]=[C:9]([CH2:17][CH2:18][NH2:19])[CH:10]=[C:11]([C:13]([F:16])([F:15])[F:14])[CH:12]=1.C[O-].[Na+].[C:23]([C:27]1[CH:34]=[CH:33][C:30]([CH:31]=O)=[CH:29][CH:28]=1)([CH3:26])([CH3:25])[CH3:24].C(O)(=O)C.[BH-](OC(C)=O)(OC(C)=O)OC(C)=O.[Na+].[ClH:53]. (7) Given the product [F:26][C:27]1[C:36]2[C:31](=[CH:32][CH:33]=[CH:34][CH:35]=2)[C:30]([C:37]([NH:1][CH:2]([CH2:12][C:13]2[CH:18]=[CH:17][C:16]([O:19][C:20]3[CH:25]=[CH:24][CH:23]=[CH:22][CH:21]=3)=[CH:15][CH:14]=2)[CH:3]([C:5]2[CH:6]=[CH:7][C:8]([F:11])=[CH:9][CH:10]=2)[OH:4])=[O:38])=[CH:29][CH:28]=1, predict the reactants needed to synthesize it. The reactants are: [NH2:1][CH:2]([CH2:12][C:13]1[CH:18]=[CH:17][C:16]([O:19][C:20]2[CH:25]=[CH:24][CH:23]=[CH:22][CH:21]=2)=[CH:15][CH:14]=1)[CH:3]([C:5]1[CH:10]=[CH:9][C:8]([F:11])=[CH:7][CH:6]=1)[OH:4].[F:26][C:27]1[C:36]2[C:31](=[CH:32][CH:33]=[CH:34][CH:35]=2)[C:30]([C:37](O)=[O:38])=[CH:29][CH:28]=1.Cl.C(N=C=NCCCN(C)C)C.ON1C2C=CC=CC=2N=N1. (8) Given the product [CH2:1]1[CH:5]2[C@@H:6]3[CH:10]=[CH:9][C@H:8]([CH:4]2[CH:3]=[CH:2]1)[CH2:7]3.[C:16]1([OH:11])[CH:17]=[CH:18][CH:19]=[CH:20][CH:15]=1.[NH2:12][C:4]1[CH:8]=[CH:9][CH:10]=[CH:6][CH:5]=1.[CH2:16]=[O:11], predict the reactants needed to synthesize it. The reactants are: [CH2:1]1[CH:5]2[C@@H:6]3[CH:10]=[CH:9][C@H:8]([CH:4]2[CH:3]=[CH:2]1)[CH2:7]3.[O:11]1[C:16]2[CH:17]=[CH:18][CH:19]=[CH:20][C:15]=2C=C[NH:12]1. (9) Given the product [CH2:30]([N:32]([CH3:33])[C:27]([C:17]1[CH:16]=[C:15]([C:12]2[CH:11]=[CH:10][C:9]([O:8][CH2:1][C:2]3[CH:7]=[CH:6][CH:5]=[CH:4][CH:3]=3)=[CH:14][N:13]=2)[N:19]([C:20]2[CH:21]=[N:22][C:23]([CH3:26])=[CH:24][CH:25]=2)[N:18]=1)=[O:29])[CH3:31], predict the reactants needed to synthesize it. The reactants are: [CH2:1]([O:8][C:9]1[CH:10]=[CH:11][C:12]([C:15]2[N:19]([C:20]3[CH:21]=[N:22][C:23]([CH3:26])=[CH:24][CH:25]=3)[N:18]=[C:17]([C:27]([OH:29])=O)[CH:16]=2)=[N:13][CH:14]=1)[C:2]1[CH:7]=[CH:6][CH:5]=[CH:4][CH:3]=1.[CH2:30]([NH:32][CH3:33])[CH3:31]. (10) Given the product [C:9](=[O:10])([O:11][CH2:12][C:13]1[CH:18]=[CH:17][CH:16]=[CH:15][CH:14]=1)[O:41][C:36]1[C:35]([O:42][CH3:43])=[CH:34][C:33]([C@H:23]2[C@@H:22]3[C:44](=[O:47])[O:45][CH2:46][C@H:21]3[C@H:20]([OH:19])[C:32]3[C:24]2=[CH:25][C:26]2[O:30][CH2:29][O:28][C:27]=2[CH:31]=3)=[CH:38][C:37]=1[O:39][CH3:40], predict the reactants needed to synthesize it. The reactants are: C(N(CC)CC)C.Cl[C:9]([O:11][CH2:12][C:13]1[CH:18]=[CH:17][CH:16]=[CH:15][CH:14]=1)=[O:10].[OH:19][C@@H:20]1[C:32]2[C:24](=[CH:25][C:26]3[O:30][CH2:29][O:28][C:27]=3[CH:31]=2)[C@@H:23]([C:33]2[CH:38]=[C:37]([O:39][CH3:40])[C:36]([OH:41])=[C:35]([O:42][CH3:43])[CH:34]=2)[C@@H:22]2[C:44](=[O:47])[O:45][CH2:46][C@@H:21]12.